Dataset: Catalyst prediction with 721,799 reactions and 888 catalyst types from USPTO. Task: Predict which catalyst facilitates the given reaction. (1) Reactant: C(N(C(C)C)CC)(C)C.[CH2:10]([N:12]1[C:16]([O:17][C:18]2[CH:26]=[CH:25][C:21]([C:22]([OH:24])=O)=[CH:20][CH:19]=2)=[CH:15][C:14]([C:27]2[CH:32]=[CH:31][CH:30]=[C:29]([C:33]([NH:36][S:37]([CH2:40][C:41]([F:44])([F:43])[F:42])(=[O:39])=[O:38])([CH3:35])[CH3:34])[CH:28]=2)=[N:13]1)[CH3:11].[C:45]([NH:48][NH2:49])(=[O:47])[CH3:46]. Product: [C:45]([NH:48][NH:49][C:22]([C:21]1[CH:25]=[CH:26][C:18]([O:17][C:16]2[N:12]([CH2:10][CH3:11])[N:13]=[C:14]([C:27]3[CH:28]=[C:29]([C:33]([NH:36][S:37]([CH2:40][C:41]([F:42])([F:44])[F:43])(=[O:39])=[O:38])([CH3:34])[CH3:35])[CH:30]=[CH:31][CH:32]=3)[CH:15]=2)=[CH:19][CH:20]=1)=[O:24])(=[O:47])[CH3:46]. The catalyst class is: 3. (2) Reactant: [F:1][C:2]([F:17])([F:16])[C:3]([NH:5][C@H:6]([CH3:15])[CH2:7][C:8]1[CH:13]=[CH:12][C:11]([SH:14])=[CH:10][CH:9]=1)=[O:4].F[C:19]1[CH:26]=[CH:25][C:24]([I:27])=[CH:23][C:20]=1[CH:21]=[O:22].C(=O)([O-])[O-].[K+].[K+].O. Product: [F:17][C:2]([F:1])([F:16])[C:3]([NH:5][C@H:6]([CH3:15])[CH2:7][C:8]1[CH:13]=[CH:12][C:11]([S:14][C:19]2[CH:26]=[CH:25][C:24]([I:27])=[CH:23][C:20]=2[CH:21]=[O:22])=[CH:10][CH:9]=1)=[O:4]. The catalyst class is: 9. (3) Reactant: C[O:2][C:3]1[C:19]([C:20]#[N:21])=[C:7]2[CH:8]=[C:9]([C:11]3[CH:16]=[CH:15][C:14]([O:17]C)=[CH:13][CH:12]=3)[O:10][C:6]2=[CH:5][CH:4]=1.Cl.N1C=CC=CC=1.Cl. Product: [OH:2][C:3]1[C:19]([C:20]#[N:21])=[C:7]2[CH:8]=[C:9]([C:11]3[CH:12]=[CH:13][C:14]([OH:17])=[CH:15][CH:16]=3)[O:10][C:6]2=[CH:5][CH:4]=1. The catalyst class is: 13. (4) Reactant: C([N:8](CC1C=CC=CC=1)[C@@H:9]([C@H:15]([OH:18])[CH2:16][CH3:17])[C:10]([O:12][CH2:13][CH3:14])=[O:11])C1C=CC=CC=1. Product: [NH2:8][C@@H:9]([C@H:15]([OH:18])[CH2:16][CH3:17])[C:10]([O:12][CH2:13][CH3:14])=[O:11]. The catalyst class is: 50.